Dataset: Peptide-MHC class I binding affinity with 185,985 pairs from IEDB/IMGT. Task: Regression. Given a peptide amino acid sequence and an MHC pseudo amino acid sequence, predict their binding affinity value. This is MHC class I binding data. (1) The peptide sequence is GTRAENRTYIY. The MHC is Mamu-B17 with pseudo-sequence Mamu-B17. The binding affinity (normalized) is 0. (2) The peptide sequence is RTSKAPLER. The MHC is HLA-A26:01 with pseudo-sequence HLA-A26:01. The binding affinity (normalized) is 0. (3) The peptide sequence is NIILSKIPY. The MHC is HLA-A68:02 with pseudo-sequence HLA-A68:02. The binding affinity (normalized) is 0. (4) The peptide sequence is YRSDIVGTY. The MHC is HLA-B40:01 with pseudo-sequence HLA-B40:01. The binding affinity (normalized) is 0.0847. (5) The peptide sequence is NLLSKNTFYL. The MHC is HLA-A02:01 with pseudo-sequence HLA-A02:01. The binding affinity (normalized) is 0.967. (6) The peptide sequence is AKSVFNSL. The MHC is H-2-Kb with pseudo-sequence H-2-Kb. The binding affinity (normalized) is 0.0735. (7) The peptide sequence is RTNDLTALL. The MHC is HLA-A02:02 with pseudo-sequence HLA-A02:02. The binding affinity (normalized) is 0.880. (8) The peptide sequence is EVAESVMFM. The MHC is HLA-B57:01 with pseudo-sequence HLA-B57:01. The binding affinity (normalized) is 0.0847. (9) The peptide sequence is IHDFVDKTL. The MHC is HLA-A02:16 with pseudo-sequence HLA-A02:16. The binding affinity (normalized) is 0.0847.